Predict the product of the given reaction. From a dataset of Forward reaction prediction with 1.9M reactions from USPTO patents (1976-2016). Given the reactants [C:1]([O:5][C:6]1[N:11]=[C:10]([O:12][C:13]([CH3:16])([CH3:15])[CH3:14])[C:9](B(O)O)=[CH:8][N:7]=1)([CH3:4])([CH3:3])[CH3:2].C(=O)([O-])[O-].[Na+].[Na+].Cl[C:27]1[C:28]2[CH:35]=[CH:34][NH:33][C:29]=2[N:30]=[CH:31][N:32]=1, predict the reaction product. The product is: [C:1]([O:5][C:6]1[N:11]=[C:10]([O:12][C:13]([CH3:16])([CH3:15])[CH3:14])[C:9]([C:27]2[C:28]3[CH:35]=[CH:34][NH:33][C:29]=3[N:30]=[CH:31][N:32]=2)=[CH:8][N:7]=1)([CH3:4])([CH3:3])[CH3:2].